Task: Predict the reactants needed to synthesize the given product.. Dataset: Full USPTO retrosynthesis dataset with 1.9M reactions from patents (1976-2016) (1) Given the product [CH3:13][O:12][C:3]1[C:4]([O:10][CH3:11])=[C:5]([O:8][CH3:9])[CH:6]=[CH:7][C:2]=1[C:24](=[O:25])[C:23]1[CH:22]=[C:21]([O:20][CH3:19])[C:29]([O:30][CH3:31])=[C:28]([O:32][CH3:33])[CH:27]=1, predict the reactants needed to synthesize it. The reactants are: Br[C:2]1[CH:7]=[CH:6][C:5]([O:8][CH3:9])=[C:4]([O:10][CH3:11])[C:3]=1[O:12][CH3:13].C([Li])CCC.[CH3:19][O:20][C:21]1[CH:22]=[C:23]([CH:27]=[C:28]([O:32][CH3:33])[C:29]=1[O:30][CH3:31])[C:24](Cl)=[O:25].O. (2) Given the product [C:10]([O:13][CH2:14][C@:15]1([C:24]#[C:25][Si:26]([CH3:28])([CH3:27])[CH3:29])[CH:19]=[CH:18][CH:17]([N:1]2[CH:9]=[C:7]([CH3:8])[C:5](=[O:6])[NH:4][C:2]2=[O:3])[O:16]1)(=[O:12])[CH3:11], predict the reactants needed to synthesize it. The reactants are: [NH:1]1[CH:9]=[C:7]([CH3:8])[C:5](=[O:6])[NH:4][C:2]1=[O:3].[C:10]([O:13][CH2:14][C@:15]1([C:24]#[C:25][Si:26]([CH3:29])([CH3:28])[CH3:27])[CH:19]=[CH:18][CH:17](OC(=O)C)[O:16]1)(=[O:12])[CH3:11].[Si](OS(C(F)(F)F)(=O)=O)(C)(C)C.O. (3) The reactants are: [CH3:1][C:2]([CH3:7])=[CH:3][C:4](Cl)=[O:5].[C:8]1([C:14]#[C:15][C:16]2[CH:34]=[CH:33][C:19]([C:20]([NH:22][C:23]3[CH:28]=[CH:27][CH:26]=[CH:25][C:24]=3[S:29](=[O:32])(=[O:31])[NH2:30])=[O:21])=[CH:18][CH:17]=2)[CH:13]=[CH:12][CH:11]=[CH:10][CH:9]=1. Given the product [CH3:1][C:2]([CH3:7])=[CH:3][C:4]([NH:30][S:29]([C:24]1[CH:25]=[CH:26][CH:27]=[CH:28][C:23]=1[NH:22][C:20](=[O:21])[C:19]1[CH:33]=[CH:34][C:16]([C:15]#[C:14][C:8]2[CH:13]=[CH:12][CH:11]=[CH:10][CH:9]=2)=[CH:17][CH:18]=1)(=[O:31])=[O:32])=[O:5], predict the reactants needed to synthesize it. (4) Given the product [CH3:1][O:2][C:3](=[O:20])[CH2:4][C:5]1[N:9]=[C:10]([CH2:11][CH2:12][C:13]2[CH:18]=[CH:17][CH:16]=[CH:15][CH:14]=2)[O:19][C:6]=1[CH3:7], predict the reactants needed to synthesize it. The reactants are: [CH3:1][O:2][C:3](=[O:20])[CH2:4][CH:5]([NH:9][C:10](=[O:19])[CH2:11][CH2:12][C:13]1[CH:18]=[CH:17][CH:16]=[CH:15][CH:14]=1)[C:6](=O)[CH3:7].C(OC(=O)C)(=O)C.OS(O)(=O)=O. (5) Given the product [CH3:24][O:23][N:22]([CH3:21])[C:7](=[O:13])[CH2:8][CH2:9][CH:10]=[CH2:11], predict the reactants needed to synthesize it. The reactants are: C(Cl)(=O)C(Cl)=O.[C:7]([OH:13])(=O)[CH2:8][CH2:9][CH:10]=[CH2:11].C(Cl)(=O)CCC=C.[CH3:21][NH:22][O:23][CH3:24].C(=O)([O-])[O-].[K+].[K+].Cl.CNOC.